Dataset: Full USPTO retrosynthesis dataset with 1.9M reactions from patents (1976-2016). Task: Predict the reactants needed to synthesize the given product. (1) Given the product [CH3:12][C:11]([CH3:14])([CH3:13])[CH2:10][C:7]1[CH:8]=[CH:9][C:2]([N:21]2[CH2:25][CH2:24][CH:23]([OH:26])[CH2:22]2)=[C:3]([CH:6]=1)[C:4]#[N:5], predict the reactants needed to synthesize it. The reactants are: F[C:2]1[CH:9]=[CH:8][C:7]([CH2:10][C:11]([CH3:14])([CH3:13])[CH3:12])=[CH:6][C:3]=1[C:4]#[N:5].C(=O)([O-])[O-].[K+].[K+].[NH:21]1[CH2:25][CH2:24][CH:23]([OH:26])[CH2:22]1. (2) Given the product [Cl:12][C:7]1[CH:8]=[C:9]2[C:4](=[CH:5][CH:6]=1)[N:3]=[C:2]([N:16]1[CH2:15][CH2:14][N:13]([C:19]([O:21][C:22]([CH3:25])([CH3:24])[CH3:23])=[O:20])[CH2:18][CH2:17]1)[CH:11]=[CH:10]2, predict the reactants needed to synthesize it. The reactants are: Cl[C:2]1[CH:11]=[CH:10][C:9]2[C:4](=[CH:5][CH:6]=[C:7]([Cl:12])[CH:8]=2)[N:3]=1.[N:13]1([C:19]([O:21][C:22]([CH3:25])([CH3:24])[CH3:23])=[O:20])[CH2:18][CH2:17][NH:16][CH2:15][CH2:14]1.C(=O)([O-])[O-].[K+].[K+]. (3) Given the product [C:19]([C@H:16]1[CH2:17][CH2:18][C@H:13]([O:12][C:7]2[CH:6]=[CH:5][C:4]3[C:9](=[CH:10][CH:11]=[C:2]([CH:35]=[O:36])[CH:3]=3)[N:8]=2)[CH2:14][CH2:15]1)([CH3:22])([CH3:21])[CH3:20], predict the reactants needed to synthesize it. The reactants are: Br[C:2]1[CH:3]=[C:4]2[C:9](=[CH:10][CH:11]=1)[N:8]=[C:7]([O:12][C@H:13]1[CH2:18][CH2:17][C@H:16]([C:19]([CH3:22])([CH3:21])[CH3:20])[CH2:15][CH2:14]1)[CH:6]=[CH:5]2.C([Li])CCC.CCCCCC.Cl.[C:35](=O)(O)[O-:36].[Na+]. (4) Given the product [Br:1][C:2]1[CH:9]=[CH:8][C:5]([CH2:6][OH:7])=[C:4]([S:10]([CH3:13])(=[O:12])=[O:11])[CH:3]=1, predict the reactants needed to synthesize it. The reactants are: [Br:1][C:2]1[CH:9]=[CH:8][C:5]([CH:6]=[O:7])=[C:4]([S:10]([CH3:13])(=[O:12])=[O:11])[CH:3]=1.C1COCC1.[BH4-].[Na+]. (5) Given the product [Cl:17][C:18]1[CH:25]=[CH:24][CH:23]=[CH:22][C:19]=1[CH:20]([C:7]1[C:2]([Cl:1])=[N:3][C:4]([Cl:8])=[CH:5][CH:6]=1)[OH:21], predict the reactants needed to synthesize it. The reactants are: [Cl:1][C:2]1[CH:7]=[CH:6][CH:5]=[C:4]([Cl:8])[N:3]=1.C(NC(C)C)(C)C.[Li].[Cl:17][C:18]1[CH:25]=[CH:24][CH:23]=[CH:22][C:19]=1[CH:20]=[O:21]. (6) Given the product [C:1]([N:30]1[CH2:31][CH2:32][CH2:33][CH:28]([C:26]([NH:25][C:22]2[CH:23]=[C:24]3[C:19](=[CH:20][CH:21]=2)[NH:18][N:17]=[C:16]3[C:13]2[CH:12]=[CH:11][N:10]=[CH:15][CH:14]=2)=[O:27])[CH2:29]1)(=[O:8])[C:2]1[CH:7]=[CH:6][CH:5]=[CH:4][CH:3]=1, predict the reactants needed to synthesize it. The reactants are: [C:1](Cl)(=[O:8])[C:2]1[CH:7]=[CH:6][CH:5]=[CH:4][CH:3]=1.[N:10]1[CH:15]=[CH:14][C:13]([C:16]2[C:24]3[C:19](=[CH:20][CH:21]=[C:22]([NH:25][C:26]([CH:28]4[CH2:33][CH2:32][CH2:31][NH:30][CH2:29]4)=[O:27])[CH:23]=3)[NH:18][N:17]=2)=[CH:12][CH:11]=1. (7) Given the product [C:38]([N:27]([CH2:26][C:24]1[CH:23]=[C:22]([CH:21]=[C:20]([CH2:19][N:8]([C:1]([O:3][C:4]([CH3:7])([CH3:6])[CH3:5])=[O:2])[C:9]([NH:11][C:12]([O:14][C:15]([CH3:18])([CH3:17])[CH3:16])=[O:13])=[NH:10])[CH:25]=1)[NH2:45])[C:28]([NH:30][C:31]([O:33][C:34]([CH3:35])([CH3:36])[CH3:37])=[O:32])=[NH:29])([O:40][C:41]([CH3:44])([CH3:43])[CH3:42])=[O:39], predict the reactants needed to synthesize it. The reactants are: [C:1]([N:8]([CH2:19][C:20]1[CH:21]=[C:22]([N+:45]([O-])=O)[CH:23]=[C:24]([CH2:26][N:27]([C:38]([O:40][C:41]([CH3:44])([CH3:43])[CH3:42])=[O:39])[C:28]([NH:30][C:31]([O:33][C:34]([CH3:37])([CH3:36])[CH3:35])=[O:32])=[NH:29])[CH:25]=1)[C:9]([NH:11][C:12]([O:14][C:15]([CH3:18])([CH3:17])[CH3:16])=[O:13])=[NH:10])([O:3][C:4]([CH3:7])([CH3:6])[CH3:5])=[O:2]. (8) Given the product [Br:1][C:2]1[CH:7]=[C:6]2[C:5]([CH:8]=[CH:9][NH:17][C:20]2=[O:29])=[CH:4][C:3]=1[O:13][CH3:14], predict the reactants needed to synthesize it. The reactants are: [Br:1][C:2]1[CH:7]=[CH:6][C:5](/[CH:8]=[CH:9]/C(O)=O)=[CH:4][C:3]=1[O:13][CH3:14].CC[N:17]([CH2:20]C)CC.C1(P(N=[N+]=[N-])(C2C=CC=CC=2)=[O:29])C=CC=CC=1.